This data is from Catalyst prediction with 721,799 reactions and 888 catalyst types from USPTO. The task is: Predict which catalyst facilitates the given reaction. (1) Reactant: [H-].[Na+].[F:3][C:4]([F:11])([C:7]([F:10])([F:9])[F:8])[CH2:5][OH:6].Cl[C:13]1[CH:22]=[CH:21][C:16]([C:17]([O:19][CH3:20])=[O:18])=[CH:15][N:14]=1.[OH-].[Na+]. Product: [F:3][C:4]([F:11])([C:7]([F:10])([F:9])[F:8])[CH2:5][O:6][C:13]1[CH:22]=[CH:21][C:16]([C:17]([O:19][CH3:20])=[O:18])=[CH:15][N:14]=1. The catalyst class is: 80. (2) Reactant: I[C:2]1[CH:3]=[CH:4][C:5](=[O:11])[N:6]([CH:8]([CH3:10])[CH3:9])[CH:7]=1.[CH:12]([C:14]1[S:18][C:17](B(O)O)=[CH:16][CH:15]=1)=[O:13].C([O-])([O-])=O.[Na+].[Na+]. Product: [CH:8]([N:6]1[C:5](=[O:11])[CH:4]=[CH:3][C:2]([C:17]2[S:18][C:14]([CH:12]=[O:13])=[CH:15][CH:16]=2)=[CH:7]1)([CH3:10])[CH3:9]. The catalyst class is: 335. (3) Reactant: [NH:1]1[CH2:6][CH2:5][CH:4]([N:7]2[CH:11]=[C:10]([O:12][C:13]3[N:14]=[C:15]([OH:23])[C:16]4[CH:22]=[CH:21][N:20]=[CH:19][C:17]=4[N:18]=3)[CH:9]=[N:8]2)[CH2:3][CH2:2]1.C(N(CC)CC)C.[C:31](Cl)(=[O:33])[CH3:32]. Product: [OH:23][C:15]1[C:16]2[CH:22]=[CH:21][N:20]=[CH:19][C:17]=2[N:18]=[C:13]([O:12][C:10]2[CH:9]=[N:8][N:7]([CH:4]3[CH2:3][CH2:2][N:1]([C:31](=[O:33])[CH3:32])[CH2:6][CH2:5]3)[CH:11]=2)[N:14]=1. The catalyst class is: 1. (4) Reactant: Br[C:2]1[CH:9]=[CH:8][C:5]([C:6]#[N:7])=[C:4]([F:10])[CH:3]=1.C(=O)([O-])[O-].[Cs+].[Cs+].CC1(C)C2C=CC=C(P(C3C=CC=CC=3)C3C=CC=CC=3)C=2OC2C1=CC=CC=2P(C1C=CC=CC=1)C1C=CC=CC=1.[CH2:59]([O:66][C:67]1[CH:68]=[C:69]([C:73]2[C:85]3[C:84]4[C:79](=[CH:80][CH:81]=[CH:82][CH:83]=4)[NH:78][C:77]=3[CH:76]=[CH:75][CH:74]=2)[CH:70]=[N:71][CH:72]=1)[C:60]1[CH:65]=[CH:64][CH:63]=[CH:62][CH:61]=1. Product: [CH2:59]([O:66][C:67]1[CH:68]=[C:69]([C:73]2[C:85]3[C:84]4[C:79](=[CH:80][CH:81]=[CH:82][CH:83]=4)[N:78]([C:2]4[CH:9]=[CH:8][C:5]([C:6]#[N:7])=[C:4]([F:10])[CH:3]=4)[C:77]=3[CH:76]=[CH:75][CH:74]=2)[CH:70]=[N:71][CH:72]=1)[C:60]1[CH:65]=[CH:64][CH:63]=[CH:62][CH:61]=1. The catalyst class is: 160. (5) Reactant: [CH3:1][N:2]([CH3:17])[CH2:3][CH2:4][S:5]([C:8]1[CH:13]=[CH:12][C:11]([N+:14]([O-])=O)=[CH:10][CH:9]=1)(=[O:7])=[O:6]. Product: [CH3:1][N:2]([CH3:17])[CH2:3][CH2:4][S:5]([C:8]1[CH:13]=[CH:12][C:11]([NH2:14])=[CH:10][CH:9]=1)(=[O:7])=[O:6]. The catalyst class is: 29. (6) Reactant: C[Si](C)(C)CC[O:5]C[N:7]1[C:11]2[N:12]=[CH:13][N:14]=[C:15]([C:16]3[CH:17]=[N:18][N:19]([CH:21]([CH2:25][CH2:26][CH2:27][CH3:28])[CH2:22][C:23]#[N:24])[CH:20]=3)[C:10]=2[CH:9]=[CH:8]1.F[B-](F)(F)F.[Li+].[OH-].[NH4+]. Product: [NH4+:7].[OH-:5].[N:12]1[C:11]2[NH:7][CH:8]=[CH:9][C:10]=2[C:15]([C:16]2[CH:17]=[N:18][N:19]([CH:21]([CH2:25][CH2:26][CH2:27][CH3:28])[CH2:22][C:23]#[N:24])[CH:20]=2)=[N:14][CH:13]=1. The catalyst class is: 192. (7) Reactant: [CH:1]([CH:3]=[CH2:4])=[O:2].[C:5]([OH:9])(=[O:8])[CH:6]=[CH2:7].C(O)(=O)/C=C/CC(O)=O.[C:19]([OH:26])(=[O:25])/[CH:20]=[CH:21]/[C:22]([OH:24])=[O:23]. Product: [CH:1]([CH:3]=[CH2:4])=[O:2].[C:5]([OH:9])(=[O:8])[CH:6]=[CH2:7].[C:19]([OH:26])(=[O:25])/[CH:20]=[CH:21]\[C:22]([OH:24])=[O:23]. The catalyst class is: 5.